From a dataset of Catalyst prediction with 721,799 reactions and 888 catalyst types from USPTO. Predict which catalyst facilitates the given reaction. Reactant: [F-].C([N+](CCCC)(CCCC)CCCC)CCC.[Br:19][C:20]1[CH:21]=[C:22]2[C:27](=[CH:28][C:29]=1[CH2:30][N:31]1[CH2:35][CH2:34][C@@H:33]([O:36][Si](C(C)(C)C)(C)C)[CH2:32]1)[NH:26][C:25](=[O:44])[N:24]([CH2:45][C:46]1[CH:51]=[C:50]([Cl:52])[CH:49]=[CH:48][C:47]=1[S:53]([CH2:56][CH3:57])(=[O:55])=[O:54])[C:23]2=[O:58]. Product: [Br:19][C:20]1[CH:21]=[C:22]2[C:27](=[CH:28][C:29]=1[CH2:30][N:31]1[CH2:35][CH2:34][C@@H:33]([OH:36])[CH2:32]1)[NH:26][C:25](=[O:44])[N:24]([CH2:45][C:46]1[CH:51]=[C:50]([Cl:52])[CH:49]=[CH:48][C:47]=1[S:53]([CH2:56][CH3:57])(=[O:55])=[O:54])[C:23]2=[O:58]. The catalyst class is: 1.